From a dataset of NCI-60 drug combinations with 297,098 pairs across 59 cell lines. Regression. Given two drug SMILES strings and cell line genomic features, predict the synergy score measuring deviation from expected non-interaction effect. (1) Drug 1: C1CC(C1)(C(=O)O)C(=O)O.[NH2-].[NH2-].[Pt+2]. Drug 2: CNC(=O)C1=NC=CC(=C1)OC2=CC=C(C=C2)NC(=O)NC3=CC(=C(C=C3)Cl)C(F)(F)F. Cell line: NCI-H322M. Synergy scores: CSS=-4.24, Synergy_ZIP=1.55, Synergy_Bliss=-4.08, Synergy_Loewe=-2.04, Synergy_HSA=-7.53. (2) Drug 1: CS(=O)(=O)C1=CC(=C(C=C1)C(=O)NC2=CC(=C(C=C2)Cl)C3=CC=CC=N3)Cl. Drug 2: CCC(=C(C1=CC=CC=C1)C2=CC=C(C=C2)OCCN(C)C)C3=CC=CC=C3.C(C(=O)O)C(CC(=O)O)(C(=O)O)O. Cell line: OVCAR-8. Synergy scores: CSS=7.87, Synergy_ZIP=-1.56, Synergy_Bliss=3.43, Synergy_Loewe=1.40, Synergy_HSA=2.35. (3) Drug 1: C1=CC(=CC=C1CCCC(=O)O)N(CCCl)CCCl. Drug 2: C1=NC2=C(N=C(N=C2N1C3C(C(C(O3)CO)O)F)Cl)N. Cell line: IGROV1. Synergy scores: CSS=40.2, Synergy_ZIP=-5.82, Synergy_Bliss=-0.707, Synergy_Loewe=1.98, Synergy_HSA=2.57. (4) Drug 1: CN(C)C1=NC(=NC(=N1)N(C)C)N(C)C. Drug 2: CCCCC(=O)OCC(=O)C1(CC(C2=C(C1)C(=C3C(=C2O)C(=O)C4=C(C3=O)C=CC=C4OC)O)OC5CC(C(C(O5)C)O)NC(=O)C(F)(F)F)O. Cell line: TK-10. Synergy scores: CSS=-3.46, Synergy_ZIP=1.77, Synergy_Bliss=0.190, Synergy_Loewe=-103, Synergy_HSA=-4.28.